The task is: Predict the product of the given reaction.. This data is from Forward reaction prediction with 1.9M reactions from USPTO patents (1976-2016). (1) Given the reactants [Cl:1][C:2]1[CH:7]=[CH:6][C:5]([O:8][C:9]2[CH:14]=[CH:13][C:12]([CH2:15][N:16]([CH3:20])[C:17]([NH2:19])=[NH:18])=[CH:11][CH:10]=2)=[CH:4][C:3]=1[C:21]([F:24])([F:23])[F:22].[OH:25]/[CH:26]=[C:27](/[CH2:32][C:33]1[CH:34]=[N:35][C:36]([O:39][CH3:40])=[N:37][CH:38]=1)\[C:28](OC)=O.C([O-])([O-])=O.[K+].[K+], predict the reaction product. The product is: [Cl:1][C:2]1[CH:7]=[CH:6][C:5]([O:8][C:9]2[CH:14]=[CH:13][C:12]([CH2:15][N:16]([CH3:20])[C:17]3[NH:19][CH:28]=[C:27]([CH2:32][C:33]4[CH:34]=[N:35][C:36]([O:39][CH3:40])=[N:37][CH:38]=4)[C:26](=[O:25])[N:18]=3)=[CH:11][CH:10]=2)=[CH:4][C:3]=1[C:21]([F:22])([F:23])[F:24]. (2) Given the reactants [CH2:1]([NH:7][C@H:8]([C:13]([O:15]C)=[O:14])[C:9]([CH3:12])([CH3:11])[CH3:10])[CH2:2][CH2:3][CH2:4][CH:5]=[CH2:6].[Li+].[OH-], predict the reaction product. The product is: [CH2:1]([NH:7][C@H:8]([C:13]([OH:15])=[O:14])[C:9]([CH3:10])([CH3:11])[CH3:12])[CH2:2][CH2:3][CH2:4][CH:5]=[CH2:6]. (3) The product is: [CH2:22]([S:25][CH2:26][C:27]1[C:36]2[C:31](=[CH:32][CH:33]=[C:34]([C:37]3[CH:42]=[CH:41][S:14][CH:38]=3)[CH:35]=2)[NH:30][C:29]([CH3:46])([CH3:45])[CH:28]=1)[CH:23]=[CH2:24]. Given the reactants CC1(C)C=C(C)C2C(=CC=C(O[S:14](C(F)(F)F)(=O)=O)C=2)N1.[CH2:22]([S:25][CH2:26][C:27]1[C:36]2[C:31](=[CH:32][CH:33]=[C:34]([C:37]3[CH:42]=[CH:41]C=C(OC)[CH:38]=3)[CH:35]=2)[NH:30][C:29]([CH3:46])([CH3:45])[CH:28]=1)[CH:23]=[CH2:24].COC1C=C(B(O)O)C=CC=1.C(S)C=C, predict the reaction product.